Dataset: Forward reaction prediction with 1.9M reactions from USPTO patents (1976-2016). Task: Predict the product of the given reaction. (1) Given the reactants Cl.[Br:2][C:3]1[CH:15]=[CH:14][C:6]([O:7][CH:8]2[CH2:13][CH2:12][NH:11][CH2:10][CH2:9]2)=[CH:5][CH:4]=1.[CH:16](O)=[O:17], predict the reaction product. The product is: [Br:2][C:3]1[CH:15]=[CH:14][C:6]([O:7][CH:8]2[CH2:9][CH2:10][N:11]([CH:16]=[O:17])[CH2:12][CH2:13]2)=[CH:5][CH:4]=1. (2) The product is: [NH2:39][C@@H:7]([CH2:8][CH2:9][C:10](=[O:38])[NH:11][C:12]1[C:17]([C:18]2[O:22][N:21]=[C:20]([CH2:23][C:24]3[CH:29]=[CH:28][C:27]([CH2:30][O:31][C:32]4[CH:37]=[CH:36][CH:35]=[CH:34][N:33]=4)=[CH:26][CH:25]=3)[CH:19]=2)=[CH:16][CH:15]=[CH:14][N:13]=1)[C:6]([OH:47])=[O:5]. Given the reactants C([O:5][C:6](=[O:47])[C@@H:7]([NH:39]C(OC(C)(C)C)=O)[CH2:8][CH2:9][C:10](=[O:38])[NH:11][C:12]1[C:17]([C:18]2[O:22][N:21]=[C:20]([CH2:23][C:24]3[CH:29]=[CH:28][C:27]([CH2:30][O:31][C:32]4[CH:37]=[CH:36][CH:35]=[CH:34][N:33]=4)=[CH:26][CH:25]=3)[CH:19]=2)=[CH:16][CH:15]=[CH:14][N:13]=1)(C)(C)C.FC(F)(F)C(O)=O, predict the reaction product. (3) Given the reactants [H-].[Na+].[NH:3]1[C:11]2[C:6](=[CH:7][CH:8]=[CH:9][CH:10]=2)[CH:5]=[C:4]1[CH:12]=O.[CH2:14]1COCC1, predict the reaction product. The product is: [CH:12]([C:4]1[NH:3][C:11]2[C:6]([CH:5]=1)=[CH:7][CH:8]=[CH:9][CH:10]=2)=[CH2:14].